Dataset: Full USPTO retrosynthesis dataset with 1.9M reactions from patents (1976-2016). Task: Predict the reactants needed to synthesize the given product. (1) The reactants are: ClC(Cl)(Cl)C(Cl)(Cl)Cl.[CH:9]1([C:12]2[C:13]([O:28][CH2:29][CH:30]3[CH2:32][CH2:31]3)=[CH:14][C:15]([C:18]([NH:20][CH2:21][C:22](=O)[C:23]([CH3:26])([CH3:25])[CH3:24])=[O:19])=[N:16][CH:17]=2)[CH2:11][CH2:10]1.C(N(CC)CC)C.C1(P(C2C=CC=CC=2)C2C=CC=CC=2)C=CC=CC=1. Given the product [C:23]([C:22]1[O:19][C:18]([C:15]2[CH:14]=[C:13]([O:28][CH2:29][CH:30]3[CH2:31][CH2:32]3)[C:12]([CH:9]3[CH2:10][CH2:11]3)=[CH:17][N:16]=2)=[N:20][CH:21]=1)([CH3:25])([CH3:24])[CH3:26], predict the reactants needed to synthesize it. (2) Given the product [CH3:1][C:2]1[C:3]([C:22]([OH:24])=[O:23])=[CH:4][C:5]2[C:6]3[N:15]([CH:16]4[CH2:17][CH2:18][O:19][CH2:20][CH2:21]4)[N:14]=[CH:13][C:7]=3[C:8](=[O:12])[NH:9][C:10]=2[CH:11]=1, predict the reactants needed to synthesize it. The reactants are: [CH3:1][C:2]1[C:3]([C:22]([O:24]C)=[O:23])=[CH:4][C:5]2[C:6]3[N:15]([CH:16]4[CH2:21][CH2:20][O:19][CH2:18][CH2:17]4)[N:14]=[CH:13][C:7]=3[C:8](=[O:12])[NH:9][C:10]=2[CH:11]=1.[OH-].[Na+]. (3) The reactants are: I[C:2]1[C:3]([C:16]([N:18]([O:20][CH3:21])[CH3:19])=[O:17])=[N:4][N:5]([CH2:7][C:8]2[CH:13]=[CH:12][C:11]([O:14][CH3:15])=[CH:10][CH:9]=2)[CH:6]=1.IC1C=NN(CC2C=CC(OC)=CC=2)[C:27]=1[C:28](N(OC)C)=[O:29].C(OCCCC)=C.CCN(CC)CC.Cl. Given the product [C:28]([C:2]1[C:3]([C:16]([N:18]([O:20][CH3:21])[CH3:19])=[O:17])=[N:4][N:5]([CH2:7][C:8]2[CH:13]=[CH:12][C:11]([O:14][CH3:15])=[CH:10][CH:9]=2)[CH:6]=1)(=[O:29])[CH3:27], predict the reactants needed to synthesize it. (4) Given the product [Cl:8][C:6]1[N:7]=[C:2]([N:26]2[C:27]3[C:23](=[CH:22][C:21]([O:28][CH3:29])=[CH:20][C:19]=3[Cl:18])[CH2:24][CH2:25]2)[C:3](=[O:16])[N:4]([CH:9]([CH:12]2[CH2:15][CH2:14][CH2:13]2)[CH2:10][CH3:11])[CH:5]=1, predict the reactants needed to synthesize it. The reactants are: Cl[C:2]1[C:3](=[O:16])[N:4]([CH:9]([CH:12]2[CH2:15][CH2:14][CH2:13]2)[CH2:10][CH3:11])[CH:5]=[C:6]([Cl:8])[N:7]=1.Cl.[Cl:18][C:19]1[CH:20]=[C:21]([O:28][CH3:29])[CH:22]=[C:23]2[C:27]=1[NH:26][CH2:25][CH2:24]2.